Dataset: Peptide-MHC class I binding affinity with 185,985 pairs from IEDB/IMGT. Task: Regression. Given a peptide amino acid sequence and an MHC pseudo amino acid sequence, predict their binding affinity value. This is MHC class I binding data. (1) The peptide sequence is KYQSPVNIF. The MHC is HLA-B39:01 with pseudo-sequence HLA-B39:01. The binding affinity (normalized) is 0.0847. (2) The peptide sequence is NQDLNGNWY. The MHC is HLA-A31:01 with pseudo-sequence HLA-A31:01. The binding affinity (normalized) is 0.0847. (3) The peptide sequence is SYCNGVREL. The MHC is HLA-C06:02 with pseudo-sequence HLA-C06:02. The binding affinity (normalized) is 0.547. (4) The peptide sequence is YKDANISMY. The MHC is HLA-B27:05 with pseudo-sequence HLA-B27:05. The binding affinity (normalized) is 0.0847. (5) The peptide sequence is YSLEYFQFVKK. The MHC is HLA-A29:02 with pseudo-sequence HLA-A29:02. The binding affinity (normalized) is 0.0847. (6) The peptide sequence is KELNIGRTF. The MHC is HLA-B08:01 with pseudo-sequence HLA-B08:01. The binding affinity (normalized) is 0.0847. (7) The peptide sequence is MPEKRNVVVV. The MHC is HLA-B51:01 with pseudo-sequence HLA-B51:01. The binding affinity (normalized) is 0.293.